Dataset: Peptide-MHC class I binding affinity with 185,985 pairs from IEDB/IMGT. Task: Regression. Given a peptide amino acid sequence and an MHC pseudo amino acid sequence, predict their binding affinity value. This is MHC class I binding data. (1) The peptide sequence is VTSPLTVEY. The MHC is Patr-B0101 with pseudo-sequence Patr-B0101. The binding affinity (normalized) is 0. (2) The peptide sequence is ETDQMDTIY. The MHC is HLA-B44:02 with pseudo-sequence HLA-B44:02. The binding affinity (normalized) is 0.213. (3) The peptide sequence is CYHCQFCFL. The MHC is Mamu-B8301 with pseudo-sequence Mamu-B8301. The binding affinity (normalized) is 0.127. (4) The peptide sequence is MYRHILRSQ. The MHC is HLA-A24:02 with pseudo-sequence HLA-A24:02. The binding affinity (normalized) is 0. (5) The peptide sequence is KFNILSSPL. The MHC is HLA-A23:01 with pseudo-sequence HLA-A23:01. The binding affinity (normalized) is 0.309.